Predict the product of the given reaction. From a dataset of Forward reaction prediction with 1.9M reactions from USPTO patents (1976-2016). (1) Given the reactants [Cl:1][C:2]1[C:3]([C:27]2[S:31][C:30]([C:32]3([O:36][CH2:37][O:38][CH3:39])[CH2:35][CH2:34][CH2:33]3)=[N:29][CH:28]=2)=[C:4]2[CH:10]=[C:9]([C:11]3[CH:12]=[N:13][N:14]([CH3:16])[CH:15]=3)[N:8](S(C3C=CC(C)=CC=3)(=O)=O)[C:5]2=[N:6][CH:7]=1.[OH-].[Na+].Cl, predict the reaction product. The product is: [Cl:1][C:2]1[C:3]([C:27]2[S:31][C:30]([C:32]3([O:36][CH2:37][O:38][CH3:39])[CH2:35][CH2:34][CH2:33]3)=[N:29][CH:28]=2)=[C:4]2[CH:10]=[C:9]([C:11]3[CH:12]=[N:13][N:14]([CH3:16])[CH:15]=3)[NH:8][C:5]2=[N:6][CH:7]=1. (2) Given the reactants [N+:1]([C:4]1[CH:13]=[CH:12][CH:11]=[C:10]2[C:5]=1[CH:6]=[CH:7]O[C:9]2=[O:14])([O-:3])=[O:2].[NH2:15][CH:16]([CH2:19][OH:20])[CH2:17][OH:18].CO.C(N(CC)CC)C, predict the reaction product. The product is: [OH:18][CH2:17][CH:16]([N:15]1[CH:7]=[CH:6][C:5]2[C:10](=[CH:11][CH:12]=[CH:13][C:4]=2[N+:1]([O-:3])=[O:2])[C:9]1=[O:14])[CH2:19][OH:20]. (3) Given the reactants F[C:2]1[CH:9]=[CH:8][C:5]([C:6]#[N:7])=[CH:4][C:3]=1[C:10](=O)[CH2:11][CH2:12][C:13]1[CH:18]=[CH:17][CH:16]=[CH:15][CH:14]=1.[NH2:20][NH2:21].O, predict the reaction product. The product is: [C:13]1([CH2:12][CH2:11][C:10]2[C:3]3[C:2](=[CH:9][CH:8]=[C:5]([C:6]#[N:7])[CH:4]=3)[NH:21][N:20]=2)[CH:18]=[CH:17][CH:16]=[CH:15][CH:14]=1.